Predict which catalyst facilitates the given reaction. From a dataset of Catalyst prediction with 721,799 reactions and 888 catalyst types from USPTO. (1) Reactant: [C:1]1([CH3:7])[CH:6]=[CH:5][CH:4]=[CH:3][CH:2]=1.[CH:8](O)([CH3:10])[CH3:9]. Product: [CH2:7]([C:1]1[CH:6]=[CH:5][CH:4]=[CH:3][CH:2]=1)[CH2:9][CH2:8][CH3:10]. The catalyst class is: 12. (2) Reactant: C1CCN2C(=NCCC2)CC1.C1(C)C=CC=CC=1.Cl[C:20]([F:45])([F:44])[CH2:21][CH2:22][S:23][CH:24]([C:35]1[C:40]([F:41])=[CH:39][CH:38]=[C:37]([F:42])[C:36]=1[F:43])[C:25]1[C:26]([CH3:34])=[CH:27][C:28]([C:31]([NH2:33])=[O:32])=[N:29][CH:30]=1.[Cl-].[NH4+]. Product: [F:45][C:20]([F:44])=[CH:21][CH2:22][S:23][CH:24]([C:35]1[C:40]([F:41])=[CH:39][CH:38]=[C:37]([F:42])[C:36]=1[F:43])[C:25]1[C:26]([CH3:34])=[CH:27][C:28]([C:31]([NH2:33])=[O:32])=[N:29][CH:30]=1. The catalyst class is: 6. (3) Reactant: C([N-]C(C)C)(C)C.[Li+].C([Li])CCC.C(NC(C)C)(C)C.[F:21][C:22]1[CH:23]=[N:24][CH:25]=[CH:26][CH:27]=1.CN(C)[CH:30]=[O:31]. Product: [F:21][C:22]1[CH:23]=[N:24][CH:25]=[CH:26][C:27]=1[CH:30]=[O:31]. The catalyst class is: 30. (4) Reactant: [I:1][C:2]1[CH:3]=[C:4]([CH:6]=[C:7]([I:10])[C:8]=1[I:9])[NH2:5].O.[N:12]([O-])=O.[Na+].O.O.Cl[Sn]Cl. Product: [I:1][C:2]1[CH:3]=[C:4]([NH:5][NH2:12])[CH:6]=[C:7]([I:10])[C:8]=1[I:9]. The catalyst class is: 33. (5) Reactant: [C:1]1([C:7]2[CH:8]=[C:9](C(O)=O)[S:10][C:11]=2[C:12]2[CH:17]=[CH:16][CH:15]=[CH:14][CH:13]=2)[CH:6]=[CH:5][CH:4]=[CH:3][CH:2]=1.C(=O)=O. Product: [C:12]1([C:11]2[S:10][CH:9]=[CH:8][C:7]=2[C:1]2[CH:6]=[CH:5][CH:4]=[CH:3][CH:2]=2)[CH:13]=[CH:14][CH:15]=[CH:16][CH:17]=1. The catalyst class is: 6. (6) Reactant: [Br:1][C:2]1[C:3]([CH2:15][CH3:16])=[C:4]([CH:8]=[C:9]2[CH2:14][CH2:13][NH:12][CH2:11][CH2:10]2)[CH:5]=[CH:6][CH:7]=1.C1CCN2C(=NCCC2)CC1.[C:28]([O:32][CH2:33][CH3:34])(=[O:31])[CH:29]=[CH2:30]. Product: [Br:1][C:2]1[C:3]([CH2:15][CH3:16])=[C:4]([CH:8]=[C:9]2[CH2:10][CH2:11][N:12]([CH2:30][CH2:29][C:28]([O:32][CH2:33][CH3:34])=[O:31])[CH2:13][CH2:14]2)[CH:5]=[CH:6][CH:7]=1. The catalyst class is: 10. (7) Reactant: FC1[CH:11]=[C:10]([C:12]2[N:17]=[C:16]3[N:18]([CH2:21][C:22]4[CH:23]=[C:24]5[C:29](=[CH:30][CH:31]=4)[N:28]=[CH:27][CH:26]=[CH:25]5)[N:19]=[N:20][C:15]3=[CH:14][CH:13]=2)[CH:9]=CC=1C(NC)=O.[CH:32]([C:34]1[S:35]C=C(B(O)O)C=1)=[O:33].C(=O)([O-])[O-].[K+].[K+].O1CCOCC1. Product: [N:28]1[C:29]2[C:24](=[CH:23][C:22]([CH2:21][N:18]3[C:16]4=[N:17][C:12]([C:10]5[CH:9]=[C:34]([CH:32]=[O:33])[S:35][CH:11]=5)=[CH:13][CH:14]=[C:15]4[N:20]=[N:19]3)=[CH:31][CH:30]=2)[CH:25]=[CH:26][CH:27]=1. The catalyst class is: 103.